From a dataset of Reaction yield outcomes from USPTO patents with 853,638 reactions. Predict the reaction yield, written as a fraction of the theoretical maximum amount of product (1.0 means a 100% yield; for example, 0.34 means a 34% yield). (1) The reactants are [O:1]=[C:2]1[C:7]([CH2:8][C:9]2[CH:14]=[CH:13][C:12]([C:15]3[C:16]([C:21]#[N:22])=[CH:17][CH:18]=[CH:19][CH:20]=3)=[CH:11][CH:10]=2)=[C:6]([CH2:23][CH2:24][CH3:25])[N:5]2[N:26]=[CH:27][N:28]=[C:4]2[N:3]1[C@H:29]1[CH2:34][CH2:33][C@H:32]([O:35][CH2:36][C:37](=[O:39])[CH3:38])[CH2:31][CH2:30]1.[CH:40](N(CC)C(C)C)(C)C.FC(F)(F)S(O[Si:55]([C:58]([CH3:61])([CH3:60])[CH3:59])([CH3:57])[CH3:56])(=O)=O.C(=O)([O-])O.[Na+].C([Zn]CC)C.ClCI.[Cl-].[NH4+]. The yield is 0.400. The catalyst is C(Cl)Cl. The product is [Si:55]([O:39][C:37]1([CH2:36][O:35][C@H:32]2[CH2:31][CH2:30][C@H:29]([N:3]3[C:2](=[O:1])[C:7]([CH2:8][C:9]4[CH:14]=[CH:13][C:12]([C:15]5[C:16]([C:21]#[N:22])=[CH:17][CH:18]=[CH:19][CH:20]=5)=[CH:11][CH:10]=4)=[C:6]([CH2:23][CH2:24][CH3:25])[N:5]4[N:26]=[CH:27][N:28]=[C:4]34)[CH2:34][CH2:33]2)[CH2:40][CH2:38]1)([C:58]([CH3:61])([CH3:60])[CH3:59])([CH3:57])[CH3:56]. (2) The reactants are C[O:2][C:3]1[C:8]2[NH:9][C:10]([C:12]3[S:13][CH:14]=[CH:15][CH:16]=3)=[N:11][C:7]=2[C:6]([C:17]([NH:19][CH2:20][CH:21]2[CH2:24][N:23](C(OC(C)(C)C)=O)[CH2:22]2)=[O:18])=[CH:5][CH:4]=1.B(Br)(Br)Br. No catalyst specified. The product is [NH:23]1[CH2:22][CH:21]([CH2:20][NH:19][C:17]([C:6]2[C:7]3[N:11]=[C:10]([C:12]4[S:13][CH:14]=[CH:15][CH:16]=4)[NH:9][C:8]=3[C:3]([OH:2])=[CH:4][CH:5]=2)=[O:18])[CH2:24]1. The yield is 0.240. (3) The catalyst is C(OCC)(=O)C. The product is [CH2:1]([C:5]1[N:9]([CH2:10][C:11]2[CH:16]=[CH:15][C:14]([C:17]3[C:18]([C:23]#[N:24])=[CH:19][CH:20]=[CH:21][CH:22]=3)=[CH:13][CH:12]=2)[C:8](=[O:25])[N:7]([CH2:33][CH:34]2[CH2:39][CH2:38][CH2:37][CH2:36][O:35]2)[N:6]=1)[CH2:2][CH2:3][CH3:4]. The yield is 0.380. The reactants are [CH2:1]([C:5]1[N:9]([CH2:10][C:11]2[CH:16]=[CH:15][C:14]([C:17]3[C:18]([C:23]#[N:24])=[CH:19][CH:20]=[CH:21][CH:22]=3)=[CH:13][CH:12]=2)[C:8](=[O:25])[NH:7][N:6]=1)[CH2:2][CH2:3][CH3:4].C(=O)([O-])[O-].[K+].[K+].Br[CH2:33][CH:34]1[CH2:39][CH2:38][CH2:37][CH2:36][O:35]1.CN(C)C=O. (4) The reactants are COC[O:4][C:5]1[CH:10]=[C:9]([O:11]COC)[CH:8]=[CH:7][C:6]=1[CH:15]1[CH2:20][CH2:19][CH2:18][C:17]([CH2:22][OH:23])([OH:21])[CH2:16]1. The catalyst is CO. The product is [OH:21][C:17]1([CH2:22][OH:23])[CH2:18][CH2:19][CH2:20][CH:15]([C:6]2[CH:7]=[CH:8][C:9]([OH:11])=[CH:10][C:5]=2[OH:4])[CH2:16]1. The yield is 0.240. (5) The reactants are C([O:5][C:6]1[CH:7]=[C:8]([C@H:12]([NH2:14])[CH3:13])[CH:9]=[CH:10][CH:11]=1)(C)(C)C.S(=O)(=O)(O)O.[OH-].[Na+].C1(O)C=CC=CC=1. The catalyst is O. The product is [NH2:14][C@@H:12]([C:8]1[CH:7]=[C:6]([OH:5])[CH:11]=[CH:10][CH:9]=1)[CH3:13]. The yield is 0.730. (6) The reactants are [F:1][C:2]([F:32])([F:31])[C:3]1[CH:4]=[C:5]([NH:13][NH:14][C:15](=[O:30])[CH:16]([C:23]2[CH:28]=[CH:27][CH:26]=[CH:25][C:24]=2[Cl:29])[N:17]2[CH2:22][CH2:21][NH:20][CH2:19][CH2:18]2)[CH:6]=[C:7]([C:9]([F:12])([F:11])[F:10])[CH:8]=1.Cl.CN1CCN(CC(O)=O)CC1.Cl.CCOCC. The catalyst is C(Cl)Cl. The product is [ClH:29].[F:32][C:2]([F:1])([F:31])[C:3]1[CH:4]=[C:5]([NH:13][NH:14][C:15](=[O:30])[CH:16]([C:23]2[CH:28]=[CH:27][CH:26]=[CH:25][C:24]=2[Cl:29])[N:17]2[CH2:22][CH2:21][NH:20][CH2:19][CH2:18]2)[CH:6]=[C:7]([C:9]([F:10])([F:12])[F:11])[CH:8]=1. The yield is 0.840. (7) The reactants are [CH:1]1[C:10]2[C:5](=[CH:6][CH:7]=[CH:8][CH:9]=2)[CH:4]=[CH:3][C:2]=1[C:11]([C:13]1[CH:17]=[CH:16][N:15](S(C2C=CC(C)=CC=2)(=O)=O)[CH:14]=1)=[O:12].O1CCOCC1.[OH-].[Na+].CCOCC. The catalyst is O. The product is [CH:1]1[C:10]2[C:5](=[CH:6][CH:7]=[CH:8][CH:9]=2)[CH:4]=[CH:3][C:2]=1[C:11]([C:13]1[CH:17]=[CH:16][NH:15][CH:14]=1)=[O:12]. The yield is 0.510. (8) The reactants are [Br:1][C:2]1[CH:3]=[C:4]([CH:8]=O)[CH:5]=[N:6][CH:7]=1.[NH:10]1[CH2:15][CH2:14][O:13][CH2:12][CH2:11]1. No catalyst specified. The product is [Br:1][C:2]1[CH:3]=[C:4]([CH2:8][N:10]2[CH2:15][CH2:14][O:13][CH2:12][CH2:11]2)[CH:5]=[N:6][CH:7]=1. The yield is 0.610. (9) The reactants are [C:1]([O:5][C:6](=[O:18])[NH:7][CH2:8][C:9]1[CH:14]=[CH:13][C:12]([N+:15]([O-])=O)=[CH:11][CH:10]=1)([CH3:4])([CH3:3])[CH3:2].C([O-])=O.[NH4+].O. The catalyst is [Fe].C1(C)C=CC=CC=1. The product is [C:1]([O:5][C:6](=[O:18])[NH:7][CH2:8][C:9]1[CH:10]=[CH:11][C:12]([NH2:15])=[CH:13][CH:14]=1)([CH3:4])([CH3:2])[CH3:3]. The yield is 0.900.